Dataset: Reaction yield outcomes from USPTO patents with 853,638 reactions. Task: Predict the reaction yield, written as a fraction of the theoretical maximum amount of product (1.0 means a 100% yield; for example, 0.34 means a 34% yield). (1) The reactants are [CH3:1][CH:2]([CH2:6][CH2:7][CH3:8])[C:3](Cl)=[O:4].[CH2:9]([O:11][C:12]#[CH:13])[CH3:10].C(N(CC)CC)C. The catalyst is CCOCC. The product is [CH2:12]([O:11][C:9]1[C:2]([CH3:1])([CH2:6][CH2:7][CH3:8])[C:3](=[O:4])[CH:10]=1)[CH3:13]. The yield is 0.770. (2) The reactants are [I:1][C:2]1[C:7]([OH:8])=[CH:6][CH:5]=[CH:4][N:3]=1.[S:9]1[CH:13]=[CH:12][C:11]([CH2:14][CH2:15]O)=[CH:10]1.C1(P(C2C=CC=CC=2)C2C=CC=CC=2)C=CC=CC=1.O1CCCC1.N(C(OC(C)C)=O)=NC(OC(C)C)=O. No catalyst specified. The product is [I:1][C:2]1[C:7]([O:8][CH2:15][CH2:14][C:11]2[CH:12]=[CH:13][S:9][CH:10]=2)=[CH:6][CH:5]=[CH:4][N:3]=1. The yield is 0.900. (3) The reactants are C1CO[C:8]2[CH:7]=[CH:6][C:5]([NH:11][C:12]3[C:17]([F:18])=[CH:16][N:15]=[C:14]([NH:19][C:20]4[CH:25]=[CH:24][CH:23]=[C:22](O)C=4)[N:13]=3)=[CH:4][C:3]=2[O:2]1.ClC1N=C(NC2C=CC=[C:37]([OH:41])[CH:36]=2)C(F)=CN=1.CC1OC(C)=CC=1CN. No catalyst specified. The product is [CH3:36][C:37]1[O:41][C:23]([CH3:22])=[CH:24][C:25]=1[CH2:20][NH:19][C:14]1[N:13]=[C:12]([NH:11][C:5]2[CH:6]=[CH:7][CH:8]=[C:3]([OH:2])[CH:4]=2)[C:17]([F:18])=[CH:16][N:15]=1. The yield is 0.590. (4) The reactants are [CH3:1][N:2]([CH3:37])[CH2:3][CH2:4][CH2:5][O:6][C:7]1[CH:36]=[CH:35][CH:34]=[CH:33][C:8]=1[CH2:9][NH:10][C:11]1[CH:16]=[CH:15][C:14]([CH2:17][S:18]([CH3:21])(=[O:20])=[O:19])=[CH:13][C:12]=1[C:22]1[C:23]2[CH:32]=[CH:31][NH:30][C:24]=2[C:25](=[O:29])[N:26]([CH3:28])[CH:27]=1.C=O.[C:40](=O)(O)[O-].[Na+].C(OCC)(=O)C. The catalyst is O1CCCC1.[Ti](Cl)(Cl)(Cl)Cl. The product is [CH3:37][N:2]([CH3:1])[CH2:3][CH2:4][CH2:5][O:6][C:7]1[CH:36]=[CH:35][CH:34]=[CH:33][C:8]=1[CH2:9][N:10]1[CH2:40][C:32]2[C:23]3=[C:24]([C:25](=[O:29])[N:26]([CH3:28])[CH:27]=[C:22]3[C:12]3[CH:13]=[C:14]([CH2:17][S:18]([CH3:21])(=[O:19])=[O:20])[CH:15]=[CH:16][C:11]1=3)[NH:30][CH:31]=2. The yield is 0.380.